From a dataset of Forward reaction prediction with 1.9M reactions from USPTO patents (1976-2016). Predict the product of the given reaction. (1) Given the reactants Cl.[NH:2]1[CH2:7][CH2:6][CH:5]([CH2:8][CH2:9][CH2:10][CH2:11][OH:12])[CH2:4][CH2:3]1.[C:13](O[C:13]([O:15][C:16]([CH3:19])([CH3:18])[CH3:17])=[O:14])([O:15][C:16]([CH3:19])([CH3:18])[CH3:17])=[O:14], predict the reaction product. The product is: [C:16]([O:15][C:13]([N:2]1[CH2:7][CH2:6][CH:5]([CH2:8][CH2:9][CH2:10][CH2:11][OH:12])[CH2:4][CH2:3]1)=[O:14])([CH3:19])([CH3:18])[CH3:17]. (2) Given the reactants [H-].C([Al+]CC(C)C)C(C)C.[NH2:11][C:12]1[N:17]=[C:16]([Cl:18])[C:15]([CH2:19][C:20]2[CH:29]=[CH:28][C:23]([C:24](OC)=[O:25])=[CH:22][C:21]=2[O:30][CH3:31])=[C:14]([CH3:32])[N:13]=1, predict the reaction product. The product is: [NH2:11][C:12]1[N:17]=[C:16]([Cl:18])[C:15]([CH2:19][C:20]2[CH:29]=[CH:28][C:23]([CH2:24][OH:25])=[CH:22][C:21]=2[O:30][CH3:31])=[C:14]([CH3:32])[N:13]=1.